From a dataset of Full USPTO retrosynthesis dataset with 1.9M reactions from patents (1976-2016). Predict the reactants needed to synthesize the given product. (1) Given the product [NH2:10][C:8]1[CH:9]=[C:4]([CH:1]([CH3:3])[CH3:2])[C:5]([NH:16][S:17]([C:20]2[CH:21]=[CH:22][C:23]([CH3:26])=[CH:24][CH:25]=2)(=[O:19])=[O:18])=[C:6]([CH:13]([CH3:15])[CH3:14])[CH:7]=1, predict the reactants needed to synthesize it. The reactants are: [CH:1]([C:4]1[CH:9]=[C:8]([N+:10]([O-])=O)[CH:7]=[C:6]([CH:13]([CH3:15])[CH3:14])[C:5]=1[NH:16][S:17]([C:20]1[CH:25]=[CH:24][C:23]([CH3:26])=[CH:22][CH:21]=1)(=[O:19])=[O:18])([CH3:3])[CH3:2].[OH-].[Na+]. (2) Given the product [CH3:18][C:13]1[CH:14]=[CH:15][CH:16]=[CH:17][C:12]=1[N:9]1[C:10](=[O:11])[NH:7][N:6]=[N:5]1, predict the reactants needed to synthesize it. The reactants are: [Cl-].[Al+3].[Cl-].[Cl-].[N-:5]=[N+:6]=[N-:7].[Na+].[N:9]([C:12]1[CH:17]=[CH:16][CH:15]=[CH:14][C:13]=1[CH3:18])=[C:10]=[O:11].N([O-])=O.[Na+].Cl. (3) Given the product [CH2:5]1[O:26][CH2:25][CH2:24][O:23][CH2:22][CH2:21][O:20][C:19]2[CH:18]=[CH:17][C:16]([N+:1]([O-:4])=[O:2])=[CH:15][C:14]=2[O:13][CH2:12][CH2:11][O:10][CH2:9][CH2:8][O:7][CH2:6]1, predict the reactants needed to synthesize it. The reactants are: [N+:1]([O-:4])(O)=[O:2].[CH2:5]1[O:26][CH2:25][CH2:24][O:23][CH2:22][CH2:21][O:20][C:19]2[C:14](=[CH:15][CH:16]=[CH:17][CH:18]=2)[O:13][CH2:12][CH2:11][O:10][CH2:9][CH2:8][O:7][CH2:6]1.